From a dataset of Full USPTO retrosynthesis dataset with 1.9M reactions from patents (1976-2016). Predict the reactants needed to synthesize the given product. (1) The reactants are: [C:1]1([OH:7])[CH:6]=[CH:5][CH:4]=[CH:3][CH:2]=1.C(=O)([O-])[O-].[K+].[K+].Br[CH2:15][C:16]1[CH:23]=[C:22]([N+:24]([O-:26])=[O:25])[CH:21]=[CH:20][C:17]=1[C:18]#[N:19]. Given the product [N+:24]([C:22]1[CH:21]=[CH:20][C:17]([C:18]#[N:19])=[C:16]([CH2:15][O:7][C:1]2[CH:6]=[CH:5][CH:4]=[CH:3][CH:2]=2)[CH:23]=1)([O-:26])=[O:25], predict the reactants needed to synthesize it. (2) The reactants are: [CH3:1][O:2][C:3](=[O:30])[NH:4][C@H:5]([C:9]([N:11]1[CH2:15][C@@H:14]([C:16]#[N:17])[CH2:13][C@H:12]1[C:18]1[NH:19][CH:20]=[C:21]([C:23]2[CH:28]=[CH:27][C:26](Br)=[CH:25][CH:24]=2)[N:22]=1)=[O:10])[CH:6]([CH3:8])[CH3:7].[B:31]1([B:31]2[O:35][C:34]([CH3:37])([CH3:36])[C:33]([CH3:39])([CH3:38])[O:32]2)[O:35][C:34]([CH3:37])([CH3:36])[C:33]([CH3:39])([CH3:38])[O:32]1.C([O-])(=O)C.[K+]. Given the product [CH3:1][O:2][C:3](=[O:30])[NH:4][C@H:5]([C:9]([N:11]1[CH2:15][C@@H:14]([C:16]#[N:17])[CH2:13][C@H:12]1[C:18]1[NH:19][CH:20]=[C:21]([C:23]2[CH:28]=[CH:27][C:26]([B:31]3[O:35][C:34]([CH3:37])([CH3:36])[C:33]([CH3:39])([CH3:38])[O:32]3)=[CH:25][CH:24]=2)[N:22]=1)=[O:10])[CH:6]([CH3:8])[CH3:7], predict the reactants needed to synthesize it. (3) Given the product [F:27][C:25]([C:21]1[CH:20]=[C:19]([CH:24]=[CH:23][CH:22]=1)[O:48][C:45]1[CH:46]=[CH:47][C:42]([C:39]23[CH2:40][CH2:41][CH:36]([N:33]4[CH2:34][CH2:35][S:30](=[O:49])(=[O:29])[N:31]=[C:32]42)[CH2:37][CH2:38]3)=[CH:43][CH:44]=1)([F:28])[CH3:26], predict the reactants needed to synthesize it. The reactants are: N1C=CC=CC=1C(O)=O.P([O-])([O-])([O-])=O.[K+].[K+].[K+].Br[C:19]1[CH:24]=[CH:23][CH:22]=[C:21]([C:25]([F:28])([F:27])[CH3:26])[CH:20]=1.[O:29]=[S:30]1(=[O:49])[CH2:35][CH2:34][N:33]2[CH:36]3[CH2:41][CH2:40][C:39]([C:42]4[CH:47]=[CH:46][C:45]([OH:48])=[CH:44][CH:43]=4)([C:32]2=[N:31]1)[CH2:38][CH2:37]3. (4) Given the product [OH:20][C:15]([CH3:19])([C:16]([NH2:18])=[O:17])[C:14]([NH:13][CH2:22][C:23]([F:28])([F:29])[C:24]([F:27])([F:26])[F:25])=[O:21], predict the reactants needed to synthesize it. The reactants are: FC1C=CC2O[C@H](C)[C@H]([N:13]([CH2:22][C:23]([F:29])([F:28])[C:24]([F:27])([F:26])[F:25])[C:14](=[O:21])[C:15]([OH:20])([CH3:19])[C:16]([NH2:18])=[O:17])C(=O)N(CCO)C=2C=1. (5) Given the product [CH3:2][O:3][C:4]1[CH:5]=[C:6]([CH:7]=[CH:8][CH:9]=1)[C:10]([NH:27][CH2:25][C:20]([C:19]1[CH:23]=[CH:24][C:16]([O:15][CH3:14])=[CH:17][CH:18]=1)=[O:21])=[O:13], predict the reactants needed to synthesize it. The reactants are: [Cl-].[CH3:2][O:3][C:4]1[CH:5]=[C:6]([C:10](=[O:13])C[NH3+])[CH:7]=[CH:8][CH:9]=1.[CH3:14][O:15][C:16]1[CH:24]=[CH:23][C:19]([C:20](Cl)=[O:21])=[CH:18][CH:17]=1.[CH2:25]([N:27](CC)CC)C. (6) The reactants are: C(O[C:9]1[C:14]([O:15][CH3:16])=[CH:13][C:12]([Cl:17])=[CH:11][C:10]=1[CH2:18][CH:19]([OH:22])[CH2:20][OH:21])C1C=CC=CC=1.[C:23]1([CH3:33])[CH:28]=[CH:27][C:26]([S:29](Cl)(=[O:31])=[O:30])=[CH:25][CH:24]=1.CC1C=CC(S(OCC(O)CC2C=C(Cl)C=C(OC)C=2OCC2C=CC=CC=2)(=O)=O)=CC=1.S(C1C=CC(C)=CC=1)([O-])(=O)=O.CC1C=CC(S(OCC(O)CC2C=C(Cl)C=C(OC)C=2O)(=O)=O)=CC=1.C1(O)C=CC=CC=1.C1(P(C2C=CC=CC=2)C2C=CC=CC=2)C=CC=CC=1.N(C(OC(C)C)=O)=NC(OC(C)C)=O. Given the product [CH3:33][C:23]1[CH:28]=[CH:27][C:26]([S:29]([O:21][CH2:20][CH:19]2[CH2:18][C:10]3[CH:11]=[C:12]([Cl:17])[CH:13]=[C:14]([O:15][CH3:16])[C:9]=3[O:22]2)(=[O:31])=[O:30])=[CH:25][CH:24]=1, predict the reactants needed to synthesize it.